From a dataset of Full USPTO retrosynthesis dataset with 1.9M reactions from patents (1976-2016). Predict the reactants needed to synthesize the given product. (1) Given the product [CH:37]1([C:2]2[CH:3]=[C:4]([C:13]3[O:17][N:16]=[C:15]([C:18]4[CH:26]=[CH:25][C:24]5[NH:23][C:22]6[CH:27]([CH2:30][C:31]([OH:33])=[O:32])[CH2:28][CH2:29][C:21]=6[C:20]=5[CH:19]=4)[N:14]=3)[CH:5]=[C:6]([O:8][C:9]([F:10])([F:11])[F:12])[CH:7]=2)[CH2:39][CH2:38]1, predict the reactants needed to synthesize it. The reactants are: Br[C:2]1[CH:3]=[C:4]([C:13]2[O:17][N:16]=[C:15]([C:18]3[CH:26]=[CH:25][C:24]4[NH:23][C:22]5[CH:27]([CH2:30][C:31]([O:33]CC)=[O:32])[CH2:28][CH2:29][C:21]=5[C:20]=4[CH:19]=3)[N:14]=2)[CH:5]=[C:6]([O:8][C:9]([F:12])([F:11])[F:10])[CH:7]=1.[Br-].[CH:37]1([Zn+])[CH2:39][CH2:38]1. (2) Given the product [CH3:19][O:18][C:12]1[CH:11]=[C:10]([S:7]([NH:6][CH2:5][CH2:4][C:3]([OH:20])=[O:2])(=[O:8])=[O:9])[CH:15]=[CH:14][C:13]=1[O:16][CH3:17], predict the reactants needed to synthesize it. The reactants are: C[O:2][C:3](=[O:20])[CH2:4][CH2:5][NH:6][S:7]([C:10]1[CH:15]=[CH:14][C:13]([O:16][CH3:17])=[C:12]([O:18][CH3:19])[CH:11]=1)(=[O:9])=[O:8].O.[OH-].[Li+].C(O)(=O)CC(CC(O)=O)(C(O)=O)O. (3) Given the product [C:15]([N:10]1[C:11]2[C:7](=[CH:6][C:5]([C:1](=[O:4])[CH2:2][CH3:3])=[CH:13][CH:12]=2)[CH2:8][C:9]1=[O:14])(=[O:17])[CH3:16], predict the reactants needed to synthesize it. The reactants are: [C:1]([C:5]1[CH:6]=[C:7]2[C:11](=[CH:12][CH:13]=1)[NH:10][C:9](=[O:14])[CH2:8]2)(=[O:4])[CH2:2][CH3:3].[C:15](OC(=O)C)(=[O:17])[CH3:16]. (4) Given the product [Cl:1][C:2]1[C:3]([N:17]2[CH2:18][CH2:19][N:14]([CH2:20][CH2:21][OH:22])[CH2:15][CH2:16]2)=[C:4]([F:12])[C:5]([NH2:6])=[C:7]([N+:9]([O-:11])=[O:10])[CH:8]=1, predict the reactants needed to synthesize it. The reactants are: [Cl:1][C:2]1[CH:8]=[C:7]([N+:9]([O-:11])=[O:10])[C:5]([NH2:6])=[C:4]([F:12])[C:3]=1F.[N:14]1([CH2:20][CH2:21][OH:22])[CH2:19][CH2:18][NH:17][CH2:16][CH2:15]1.C(=O)([O-])[O-].[K+].[K+].O. (5) The reactants are: [Si]([O:8][CH2:9][C:10]1[C:18]2[O:17][N:16]=[C:15]([CH2:19][CH2:20][CH:21]3[CH2:26][CH2:25][N:24]([C:27]([O:29][C:30]([CH3:33])([CH3:32])[CH3:31])=[O:28])[CH2:23][CH2:22]3)[C:14]=2[CH:13]=[CH:12][C:11]=1[CH:34]=[CH2:35])(C(C)(C)C)(C)C.[F-].C([N+](CCCC)(CCCC)CCCC)CCC. Given the product [OH:8][CH2:9][C:10]1[C:18]2[O:17][N:16]=[C:15]([CH2:19][CH2:20][CH:21]3[CH2:22][CH2:23][N:24]([C:27]([O:29][C:30]([CH3:32])([CH3:31])[CH3:33])=[O:28])[CH2:25][CH2:26]3)[C:14]=2[CH:13]=[CH:12][C:11]=1[CH:34]=[CH2:35], predict the reactants needed to synthesize it. (6) Given the product [CH2:1]([C:8]1[CH:9]=[C:10]([CH:14]=[CH:15][CH:16]=1)[CH2:11][NH2:13])[C:2]1[CH:3]=[CH:4][CH:5]=[CH:6][CH:7]=1, predict the reactants needed to synthesize it. The reactants are: [CH2:1]([C:8]1[CH:9]=[C:10]([CH:14]=[CH:15][CH:16]=1)[C:11]([NH2:13])=O)[C:2]1[CH:7]=[CH:6][CH:5]=[CH:4][CH:3]=1.COCCO[AlH2-]OCCOC.[Na+].[H-].COCCO[Al+]OCCOC.[Na+].[H-].